This data is from Forward reaction prediction with 1.9M reactions from USPTO patents (1976-2016). The task is: Predict the product of the given reaction. Given the reactants S1C=CC=C1S([NH:9]C1C=CC=CC=1N)(=O)=O.[Br:17][C:18]1[CH:23]=[CH:22][CH:21]=[CH:20][C:19]=1[N:24]=[C:25]=[O:26], predict the reaction product. The product is: [Br:17][C:18]1[CH:23]=[CH:22][CH:21]=[CH:20][C:19]=1[NH:24][C:25](=[O:26])[NH2:9].